This data is from Catalyst prediction with 721,799 reactions and 888 catalyst types from USPTO. The task is: Predict which catalyst facilitates the given reaction. (1) Reactant: [Br:1]Br.[F:3][C:4]([F:15])([F:14])[C:5]1[CH:6]=[C:7]([C:11](=[O:13])[CH3:12])[CH:8]=[CH:9][CH:10]=1. Product: [Br:1][CH2:12][C:11]([C:7]1[CH:8]=[CH:9][CH:10]=[C:5]([C:4]([F:14])([F:15])[F:3])[CH:6]=1)=[O:13]. The catalyst class is: 27. (2) Product: [CH3:11][C:8]12[CH2:7][CH:6]3[CH2:12][C:2]([CH3:1])([CH2:3][C:4]([CH2:14][OH:15])([CH:5]3[CH3:13])[CH2:10]1)[CH2:9]2. Reactant: [CH3:1][C:2]12[CH2:12][CH:6]3[CH2:7][C:8]([CH3:11])([CH2:10][C:4]([C:14](O)=[O:15])([CH:5]3[CH3:13])[CH2:3]1)[CH2:9]2. The catalyst class is: 7. (3) Reactant: [NH2:1][C:2](=[C:10]([C:15](=O)[CH:16]([CH3:18])[CH3:17])[C:11]([O:13][CH3:14])=[O:12])[C:3]1[CH:8]=[CH:7][C:6]([F:9])=[CH:5][CH:4]=1.CN(C)C(=O)C.[C:26]([N:28]([CH3:33])[S:29]([CH3:32])(=[O:31])=[O:30])#[N:27].[H-].[Na+]. Product: [F:9][C:6]1[CH:7]=[CH:8][C:3]([C:2]2[C:10]([C:11]([O:13][CH3:14])=[O:12])=[C:15]([CH:16]([CH3:18])[CH3:17])[N:27]=[C:26]([N:28]([S:29]([CH3:32])(=[O:31])=[O:30])[CH3:33])[N:1]=2)=[CH:4][CH:5]=1. The catalyst class is: 6. (4) Reactant: [OH-].[Na+].BrBr.[CH3:5][O:6][C:7]1[CH:12]=[C:11]([S:13][CH3:14])[CH:10]=[CH:9][C:8]=1[C:15](=[O:17])C.[O-:18]S([O-])=O.[Na+].[Na+].Cl. Product: [CH3:5][O:6][C:7]1[CH:12]=[C:11]([S:13][CH3:14])[CH:10]=[CH:9][C:8]=1[C:15]([OH:17])=[O:18]. The catalyst class is: 127. (5) Reactant: C([Li])CCC.Br[C:7]1[C:15]2[C:14]([Cl:16])=[N:13][CH:12]=[N:11][C:10]=2[N:9]([CH:17]([CH3:19])[CH3:18])[CH:8]=1.CON(C)[C:23](=[O:34])[C:24]1[CH:29]=[CH:28][CH:27]=[C:26]([N+:30]([O-:32])=[O:31])[C:25]=1[CH3:33]. Product: [Cl:16][C:14]1[C:15]2[C:7]([C:23]([C:24]3[CH:29]=[CH:28][CH:27]=[C:26]([N+:30]([O-:32])=[O:31])[C:25]=3[CH3:33])=[O:34])=[CH:8][N:9]([CH:17]([CH3:19])[CH3:18])[C:10]=2[N:11]=[CH:12][N:13]=1. The catalyst class is: 27. (6) Reactant: [CH2:1]([O:3][C:4]1[CH:5]=[C:6]([C:10]2[CH:15]=[CH:14][C:13]([CH2:16][C:17](O)=[O:18])=[C:12]([N+:20]([O-])=O)[CH:11]=2)[CH:7]=[CH:8][CH:9]=1)[CH3:2]. Product: [CH2:1]([O:3][C:4]1[CH:5]=[C:6]([C:10]2[CH:11]=[C:12]3[C:13]([CH2:16][C:17](=[O:18])[NH:20]3)=[CH:14][CH:15]=2)[CH:7]=[CH:8][CH:9]=1)[CH3:2]. The catalyst class is: 180.